This data is from Catalyst prediction with 721,799 reactions and 888 catalyst types from USPTO. The task is: Predict which catalyst facilitates the given reaction. (1) Reactant: FC(F)(F)C(O)=O.[CH3:8][S:9]([C:11]1[CH:16]=[CH:15][C:14]([C:17]2[N:22]=[CH:21][C:20]([O:23][CH2:24][CH:25]3[CH2:30][CH2:29][N:28]([C:31]([O:33][CH:34]([CH3:36])[CH3:35])=[O:32])[CH2:27][CH2:26]3)=[CH:19][CH:18]=2)=[CH:13][CH:12]=1)=[O:10].C(=O)=O. Product: [CH3:8][S@:9]([C:11]1[CH:16]=[CH:15][C:14]([C:17]2[N:22]=[CH:21][C:20]([O:23][CH2:24][CH:25]3[CH2:30][CH2:29][N:28]([C:31]([O:33][CH:34]([CH3:36])[CH3:35])=[O:32])[CH2:27][CH2:26]3)=[CH:19][CH:18]=2)=[CH:13][CH:12]=1)=[O:10]. The catalyst class is: 5. (2) Reactant: [F:1][C:2]1[C:3]([CH2:14][N:15]([CH3:23])[C:16](=[O:22])[O:17][C:18]([CH3:21])([CH3:20])[CH3:19])=[CH:4][NH:5][C:6]=1[C:7]1[C:8]([F:13])=[N:9][CH:10]=[CH:11][CH:12]=1.[H-].[Na+].C1OCCOCCOCCOCCOC1.[CH3:41][N:42]1[C:46]([CH3:47])=[C:45]([S:48](Cl)(=[O:50])=[O:49])[CH:44]=[N:43]1. Product: [CH3:41][N:42]1[C:46]([CH3:47])=[C:45]([S:48]([N:5]2[C:6]([C:7]3[C:8]([F:13])=[N:9][CH:10]=[CH:11][CH:12]=3)=[C:2]([F:1])[C:3]([CH2:14][N:15]([CH3:23])[C:16](=[O:22])[O:17][C:18]([CH3:19])([CH3:20])[CH3:21])=[CH:4]2)(=[O:50])=[O:49])[CH:44]=[N:43]1. The catalyst class is: 30. (3) Reactant: C([O:8][C:9]1[CH:14]=[CH:13][N:12]([CH2:15][CH2:16][C:17]2[CH:22]=[CH:21][C:20]([CH2:23][OH:24])=[CH:19][CH:18]=2)[C:11](=[O:25])[CH:10]=1)C1C=CC=CC=1. Product: [OH:8][C:9]1[CH:14]=[CH:13][N:12]([CH2:15][CH2:16][C:17]2[CH:22]=[CH:21][C:20]([CH2:23][OH:24])=[CH:19][CH:18]=2)[C:11](=[O:25])[CH:10]=1. The catalyst class is: 847.